The task is: Binary Classification. Given a drug SMILES string, predict its activity (active/inactive) in a high-throughput screening assay against a specified biological target.. This data is from KCNQ2 potassium channel screen with 302,405 compounds. The compound is s1c(/C=C2\NC(=C(C2=O)C(OCC)=O)C)ccc1. The result is 0 (inactive).